From a dataset of Full USPTO retrosynthesis dataset with 1.9M reactions from patents (1976-2016). Predict the reactants needed to synthesize the given product. Given the product [O:15]=[C:13]([C:16]1[S:17][CH:18]=[CH:19][N:20]=1)[CH2:14][C:23]([O:25][CH3:26])=[O:24], predict the reactants needed to synthesize it. The reactants are: C(NC(C)C)(C)C.[Li]CCCC.[C:13]([C:16]1[S:17][CH:18]=[CH:19][N:20]=1)(=[O:15])[CH3:14].C([C:23]([O:25][CH3:26])=[O:24])#N.